Dataset: Full USPTO retrosynthesis dataset with 1.9M reactions from patents (1976-2016). Task: Predict the reactants needed to synthesize the given product. (1) Given the product [ClH:38].[F:1][C:2]1[C:3]([CH2:22][NH:23][CH3:24])=[CH:4][N:5]([S:14]([C:17]2[S:18][CH:19]=[CH:20][N:21]=2)(=[O:16])=[O:15])[C:6]=1[C:7]1[C:8]([F:13])=[N:9][CH:10]=[CH:11][CH:12]=1, predict the reactants needed to synthesize it. The reactants are: [F:1][C:2]1[C:3]([CH2:22][N:23](C)[C:24](=O)OC(C)(C)C)=[CH:4][N:5]([S:14]([C:17]2[S:18][CH:19]=[CH:20][N:21]=2)(=[O:16])=[O:15])[C:6]=1[C:7]1[C:8]([F:13])=[N:9][CH:10]=[CH:11][CH:12]=1.C(OCC)(=O)C.[ClH:38]. (2) Given the product [NH2:4][C:3]1[S:5][C:8]2[C:9]([C:10]([OH:12])=[O:11])=[CH:13][C:14]([O:16][CH3:17])=[CH:15][C:7]=2[N:6]=1, predict the reactants needed to synthesize it. The reactants are: BrBr.[C:3]([NH:6][C:7]1[CH:8]=[C:9]([CH:13]=[C:14]([O:16][CH3:17])[CH:15]=1)[C:10]([OH:12])=[O:11])(=[S:5])[NH2:4]. (3) Given the product [CH3:12][C@@H:13]1[NH:14][CH2:15][CH2:16][N:17]([C:2]2[CH:11]=[CH:10][C:9]3[C:4](=[CH:5][CH:6]=[CH:7][CH:8]=3)[N:3]=2)[CH2:18]1, predict the reactants needed to synthesize it. The reactants are: Cl[C:2]1[CH:11]=[CH:10][C:9]2[C:4](=[CH:5][CH:6]=[CH:7][CH:8]=2)[N:3]=1.[CH3:12][C@H:13]1[CH2:18][NH:17][CH2:16][CH2:15][NH:14]1.